This data is from Forward reaction prediction with 1.9M reactions from USPTO patents (1976-2016). The task is: Predict the product of the given reaction. (1) Given the reactants Cl[CH:2]([C:15]1[CH:20]=[CH:19][CH:18]=[CH:17][CH:16]=1)[C:3]([C:5]1[C:13]2[C:8](=[CH:9][C:10]([CH3:14])=[CH:11][CH:12]=2)[NH:7][CH:6]=1)=[O:4].[CH3:21][O:22][C:23]1[CH:24]=N[CH:26]=[CH:27][CH:28]=1.C[CH2:30][N:31](C(C)C)C(C)C.[I-].[Na+], predict the reaction product. The product is: [CH3:21][O:22][C:23]1[CH:24]=[C:30]([NH:31][CH:2]([C:15]2[CH:20]=[CH:19][CH:18]=[CH:17][CH:16]=2)[C:3]([C:5]2[C:13]3[C:8](=[CH:9][C:10]([CH3:14])=[CH:11][CH:12]=3)[NH:7][CH:6]=2)=[O:4])[CH:26]=[CH:27][CH:28]=1. (2) Given the reactants CN(C(ON1N=NC2C=CC=NC1=2)=[N+](C)C)C.F[P-](F)(F)(F)(F)F.[Br:25][C:26]1[CH:34]=[C:33]([N+:35]([O-:37])=[O:36])[CH:32]=[CH:31][C:27]=1[C:28]([OH:30])=O.[O:38]1[CH2:43][CH2:42][N:41]([CH2:44][CH2:45][NH2:46])[CH2:40][CH2:39]1.CCN(C(C)C)C(C)C, predict the reaction product. The product is: [Br:25][C:26]1[CH:34]=[C:33]([N+:35]([O-:37])=[O:36])[CH:32]=[CH:31][C:27]=1[C:28]([NH:46][CH2:45][CH2:44][N:41]1[CH2:42][CH2:43][O:38][CH2:39][CH2:40]1)=[O:30]. (3) Given the reactants [C:1]([O:5][C:6]([N:8]1[CH2:12][CH2:11][CH:10]([CH2:13][CH2:14][C:15]2[CH:20]=[CH:19][C:18]([NH2:21])=[CH:17][CH:16]=2)[CH2:9]1)=[O:7])([CH3:4])([CH3:3])[CH3:2].C(N(CC)CC)C.Cl[C:30](Cl)([O:32]C(=O)OC(Cl)(Cl)Cl)Cl.[NH2:41][C:42]1[CH:47]=[CH:46][C:45]([Cl:48])=[CH:44][N:43]=1, predict the reaction product. The product is: [C:1]([O:5][C:6]([N:8]1[CH2:12][CH2:11][CH:10]([CH2:13][CH2:14][C:15]2[CH:20]=[CH:19][C:18]([NH:21][C:30]([NH:41][C:42]3[CH:47]=[CH:46][C:45]([Cl:48])=[CH:44][N:43]=3)=[O:32])=[CH:17][CH:16]=2)[CH2:9]1)=[O:7])([CH3:4])([CH3:2])[CH3:3]. (4) The product is: [CH3:13][C:7]1[N:6]([C:14]2[CH:19]=[CH:18][CH:17]=[CH:16][CH:15]=2)[C:5]2[C:3](=[O:4])[NH:23][CH:22]=[N:10][C:9]=2[C:8]=1[C:11]#[N:12]. Given the reactants CO[C:3]([C:5]1[N:6]([C:14]2[CH:19]=[CH:18][CH:17]=[CH:16][CH:15]=2)[C:7]([CH3:13])=[C:8]([C:11]#[N:12])[C:9]=1[NH2:10])=[O:4].CO[CH:22](OC)[N:23](C)C.ClCCl, predict the reaction product. (5) Given the reactants [CH3:1][C:2]1([CH3:19])[C:6]([CH3:8])([CH3:7])[O:5][B:4]([C:9]2[CH:14]=[CH:13][C:12](CC(O)=O)=[CH:11][CH:10]=2)[O:3]1.[CH3:20][CH:21]([CH3:24])[CH2:22][OH:23], predict the reaction product. The product is: [CH3:7][C:6]1([CH3:8])[C:2]([CH3:19])([CH3:1])[O:3][B:4]([C:9]2[CH:10]=[CH:11][C:12]([CH2:7][CH2:6][C:2]([O:23][CH2:22][CH:21]([CH3:24])[CH3:20])=[O:3])=[CH:13][CH:14]=2)[O:5]1. (6) Given the reactants [NH2:1][C:2]1[CH:7]=[CH:6][N:5]=[CH:4][N:3]=1.[Cl:8][C:9]1[CH:10]=[C:11]([C:16]2[CH:21]=[CH:20][C:19]([O:22][CH3:23])=[C:18]([N:24]3[C:33]4[C:28](=[CH:29][C:30]([S:34](OC5C(F)=C(F)C(F)=C(F)C=5F)(=[O:36])=[O:35])=[CH:31][CH:32]=4)[CH:27]=[CH:26][C:25]3=[O:49])[CH:17]=2)[CH:12]=[C:13]([F:15])[CH:14]=1.[Li+].C[Si]([N-][Si](C)(C)C)(C)C, predict the reaction product. The product is: [Cl:8][C:9]1[CH:10]=[C:11]([C:16]2[CH:21]=[CH:20][C:19]([O:22][CH3:23])=[C:18]([N:24]3[C:33]4[C:28](=[CH:29][C:30]([S:34]([NH:1][C:2]5[CH:7]=[CH:6][N:5]=[CH:4][N:3]=5)(=[O:35])=[O:36])=[CH:31][CH:32]=4)[CH:27]=[CH:26][C:25]3=[O:49])[CH:17]=2)[CH:12]=[C:13]([F:15])[CH:14]=1. (7) Given the reactants [F:1][C:2]1[CH:9]=[CH:8][C:5]([C:6]#N)=[C:4]([CH3:10])[CH:3]=1.[OH-:11].[Na+].C[OH:14], predict the reaction product. The product is: [F:1][C:2]1[CH:9]=[CH:8][C:5]([C:6]([OH:14])=[O:11])=[C:4]([CH3:10])[CH:3]=1.